This data is from Forward reaction prediction with 1.9M reactions from USPTO patents (1976-2016). The task is: Predict the product of the given reaction. (1) Given the reactants Cl[C:2]1[C:7]([C:8]([F:11])([F:10])[F:9])=[CH:6][N:5]=[C:4]([NH:12][C:13]2[CH:27]=[CH:26][C:16]([CH2:17][P:18](=[O:25])([O:22][CH2:23][CH3:24])[O:19][CH2:20][CH3:21])=[CH:15][C:14]=2[O:28][CH3:29])[N:3]=1.[NH2:30][C:31]1[CH:40]=[CH:39][C:38]([Br:41])=[CH:37][C:32]=1[C:33]([NH:35][CH3:36])=[O:34], predict the reaction product. The product is: [Br:41][C:38]1[CH:39]=[CH:40][C:31]([NH:30][C:2]2[C:7]([C:8]([F:10])([F:11])[F:9])=[CH:6][N:5]=[C:4]([NH:12][C:13]3[CH:27]=[CH:26][C:16]([CH2:17][P:18](=[O:25])([O:19][CH2:20][CH3:21])[O:22][CH2:23][CH3:24])=[CH:15][C:14]=3[O:28][CH3:29])[N:3]=2)=[C:32]([C:33](=[O:34])[NH:35][CH3:36])[CH:37]=1. (2) The product is: [C:32]([C:2]1[CH:3]=[C:4]([O:22][CH2:23][C:24]2[C:29]([F:30])=[CH:28][CH:27]=[CH:26][C:25]=2[F:31])[C:5]2[N:6]([C:8]([C:12]([NH:14][C@H:15]([CH2:18][CH2:19][CH2:20][CH3:21])[CH2:16][OH:17])=[O:13])=[C:9]([CH3:11])[N:10]=2)[CH:7]=1)#[N:33]. Given the reactants Br[C:2]1[CH:3]=[C:4]([O:22][CH2:23][C:24]2[C:29]([F:30])=[CH:28][CH:27]=[CH:26][C:25]=2[F:31])[C:5]2[N:6]([C:8]([C:12]([NH:14][C@H:15]([CH2:18][CH2:19][CH2:20][CH3:21])[CH2:16][OH:17])=[O:13])=[C:9]([CH3:11])[N:10]=2)[CH:7]=1.[CH3:32][N:33](C)CCN(C)C.CC1(C)C2C(=C(P(C3C=CC=CC=3)C3C=CC=CC=3)C=CC=2)OC2C(P(C3C=CC=CC=3)C3C=CC=CC=3)=CC=CC1=2, predict the reaction product. (3) Given the reactants [CH2:1]([O:8][C:9]1[CH:10]=[C:11]([O:31][CH3:32])[C:12]([N+:28]([O-])=O)=[C:13]([N:15]2[CH:19]=[C:18]([CH3:20])[N:17]=[C:16]2[C:21]2[CH:26]=[CH:25][N:24]=[CH:23][C:22]=2[CH3:27])[CH:14]=1)[C:2]1[CH:7]=[CH:6][CH:5]=[CH:4][CH:3]=1.O.O.[Sn](Cl)Cl.Cl.[OH-].[Na+], predict the reaction product. The product is: [CH2:1]([O:8][C:9]1[CH:14]=[C:13]([N:15]2[CH:19]=[C:18]([CH3:20])[N:17]=[C:16]2[C:21]2[CH:26]=[CH:25][N:24]=[CH:23][C:22]=2[CH3:27])[C:12]([NH2:28])=[C:11]([O:31][CH3:32])[CH:10]=1)[C:2]1[CH:7]=[CH:6][CH:5]=[CH:4][CH:3]=1.